From a dataset of NCI-60 drug combinations with 297,098 pairs across 59 cell lines. Regression. Given two drug SMILES strings and cell line genomic features, predict the synergy score measuring deviation from expected non-interaction effect. (1) Synergy scores: CSS=13.0, Synergy_ZIP=-2.72, Synergy_Bliss=2.73, Synergy_Loewe=-6.34, Synergy_HSA=1.30. Drug 1: C1CCC(C1)C(CC#N)N2C=C(C=N2)C3=C4C=CNC4=NC=N3. Cell line: MALME-3M. Drug 2: B(C(CC(C)C)NC(=O)C(CC1=CC=CC=C1)NC(=O)C2=NC=CN=C2)(O)O. (2) Drug 1: C1=NC2=C(N1)C(=S)N=C(N2)N. Drug 2: CCN(CC)CCNC(=O)C1=C(NC(=C1C)C=C2C3=C(C=CC(=C3)F)NC2=O)C. Cell line: A549. Synergy scores: CSS=26.2, Synergy_ZIP=-0.0887, Synergy_Bliss=1.14, Synergy_Loewe=-7.20, Synergy_HSA=0.435. (3) Drug 1: C1CN1C2=NC(=NC(=N2)N3CC3)N4CC4. Drug 2: N.N.Cl[Pt+2]Cl. Cell line: EKVX. Synergy scores: CSS=11.1, Synergy_ZIP=1.55, Synergy_Bliss=5.21, Synergy_Loewe=2.47, Synergy_HSA=4.59.